Task: Predict which catalyst facilitates the given reaction.. Dataset: Catalyst prediction with 721,799 reactions and 888 catalyst types from USPTO (1) Reactant: [Cl:1][C:2]1[CH:3]=[C:4]([CH:31]=[CH:32][C:33]=1[F:34])[NH:5][C:6]1[C:15]2[C:10](=[CH:11][C:12]([OH:30])=[CH:13][C:14]=2[O:16][CH2:17][C@H:18]2[CH2:22][CH2:21][CH2:20][N:19]2C(OC(C)(C)C)=O)[N:9]=[CH:8][N:7]=1.Br[CH2:36][CH3:37].C(=O)([O-])[O-].[K+].[K+].FC(F)(F)C(O)=O.C(=O)([O-])O.[Na+]. Product: [Cl:1][C:2]1[CH:3]=[C:4]([NH:5][C:6]2[C:15]3[C:10](=[CH:11][C:12]([O:30][CH2:36][CH3:37])=[CH:13][C:14]=3[O:16][CH2:17][C@H:18]3[CH2:22][CH2:21][CH2:20][NH:19]3)[N:9]=[CH:8][N:7]=2)[CH:31]=[CH:32][C:33]=1[F:34]. The catalyst class is: 44. (2) Reactant: CC(OI1(OC(C)=O)(OC(C)=O)OC(=O)C2C=CC=CC1=2)=O.[CH3:23][O:24][C:25]1[CH:26]=[C:27]([CH2:32][OH:33])[CH:28]=[CH:29][C:30]=1[CH3:31]. Product: [CH3:23][O:24][C:25]1[CH:26]=[C:27]([CH:28]=[CH:29][C:30]=1[CH3:31])[CH:32]=[O:33]. The catalyst class is: 158. (3) Reactant: CO[C:3]1[CH:8]=[CH:7][N:6]=[CH:5][C:4]=1B(O)O.FC(F)(F)S(O[C:18]1[C@@:22]2([CH3:39])[CH2:23][CH2:24][C@H:25]3[C@H:34]([C@@H:21]2[CH2:20][CH:19]=1)[CH2:33][CH:32]=[C:31]1[C@:26]3([CH3:38])[CH2:27][CH2:28][C:29](=[O:37])[N:30]1[CH2:35][CH3:36])(=O)=O.[O:42]1CCOC[CH2:43]1. Product: [CH2:35]([N:30]1[C:31]2[C@@:26]([CH3:38])([C@H:25]3[CH2:24][CH2:23][C@@:22]4([CH3:39])[C@@H:21]([CH2:20][CH:19]=[C:18]4[C:4]4[CH:5]=[N:6][C:7]([O:42][CH3:43])=[CH:8][CH:3]=4)[C@@H:34]3[CH2:33][CH:32]=2)[CH2:27][CH2:28][C:29]1=[O:37])[CH3:36]. The catalyst class is: 235. (4) Reactant: [N+:1]([C:4]1[CH:15]=[CH:14][CH:13]=[C:6]2[C:7](OC(=O)N[C:5]=12)=[O:8])([O-:3])=[O:2].[C:16]1([C:22]2[CH2:23][CH2:24][N:25]([CH2:28][CH2:29][CH2:30][C:31](=[NH:33])[NH2:32])[CH2:26][CH:27]=2)[CH:21]=[CH:20][CH:19]=[CH:18][CH:17]=1. Product: [N+:1]([C:4]1[CH:15]=[CH:14][CH:13]=[C:6]2[C:5]=1[N:32]=[C:31]([CH2:30][CH2:29][CH2:28][N:25]1[CH2:24][CH:23]=[C:22]([C:16]3[CH:17]=[CH:18][CH:19]=[CH:20][CH:21]=3)[CH2:27][CH2:26]1)[NH:33][C:7]2=[O:8])([O-:3])=[O:2]. The catalyst class is: 228. (5) Reactant: [CH3:1][C:2]([C:7]1[CH:12]=[CH:11][C:10]([N+:13]([O-])=O)=[CH:9][CH:8]=1)([CH3:6])[CH2:3][C:4]#[N:5]. Product: [NH2:13][C:10]1[CH:9]=[CH:8][C:7]([C:2]([CH3:6])([CH3:1])[CH2:3][C:4]#[N:5])=[CH:12][CH:11]=1. The catalyst class is: 458. (6) Reactant: [F:1][C:2]([F:7])([F:6])[C:3]([OH:5])=[O:4].[Cl:8][C:9]1[CH:21]=[C:20]2[C:12]([C:13]3[CH:14]=[CH:15][N:16]=[CH:17][C:18]=3[N:19]2[NH:22][CH3:23])=[CH:11][CH:10]=1.[C:24](OC(=O)C)(=[O:26])[CH3:25]. Product: [F:1][C:2]([F:7])([F:6])[C:3]([OH:5])=[O:4].[Cl:8][C:9]1[CH:21]=[C:20]2[C:12]([C:13]3[CH:14]=[CH:15][N:16]=[CH:17][C:18]=3[N:19]2[N:22]([C:24](=[O:26])[CH3:25])[CH3:23])=[CH:11][CH:10]=1. The catalyst class is: 17. (7) Reactant: [N-:1]=[N+:2]=[N-:3].[Na+].[CH2:5]([O:12][C:13]1[CH:14]=[CH:15][C:16]([C@@H:24]([O:27][Si:28]([C:31]([CH3:34])([CH3:33])[CH3:32])([CH3:30])[CH3:29])[CH2:25]Br)=[C:17]2[C:22]=1[NH:21][C:20](=[O:23])[CH:19]=[CH:18]2)[C:6]1[CH:11]=[CH:10][CH:9]=[CH:8][CH:7]=1.O. Product: [N:1]([CH2:25][C@@H:24]([C:16]1[CH:15]=[CH:14][C:13]([O:12][CH2:5][C:6]2[CH:11]=[CH:10][CH:9]=[CH:8][CH:7]=2)=[C:22]2[C:17]=1[CH:18]=[CH:19][C:20](=[O:23])[NH:21]2)[O:27][Si:28]([C:31]([CH3:34])([CH3:33])[CH3:32])([CH3:30])[CH3:29])=[N+:2]=[N-:3]. The catalyst class is: 3. (8) Reactant: [CH2:1]([N:5]1[C:10]2[NH:11][N:12]=[C:13]([NH:14][C:15]3[CH:20]=[CH:19][CH:18]=[CH:17][CH:16]=3)[C:9]=2[C:8](=[O:21])[N:7]([CH3:22])[C:6]1=[O:23])[CH:2]([CH3:4])[CH3:3].Br[CH2:25][C:26]1[CH:31]=[CH:30][C:29]([B:32]2[O:36][C:35]([CH3:38])([CH3:37])[C:34]([CH3:40])([CH3:39])[O:33]2)=[CH:28][CH:27]=1.C(=O)([O-])[O-].[K+].[K+]. Product: [CH2:1]([N:5]1[C:10]2=[N:11][N:12]([CH2:25][C:26]3[CH:27]=[CH:28][C:29]([B:32]4[O:33][C:34]([CH3:40])([CH3:39])[C:35]([CH3:38])([CH3:37])[O:36]4)=[CH:30][CH:31]=3)[C:13]([NH:14][C:15]3[CH:16]=[CH:17][CH:18]=[CH:19][CH:20]=3)=[C:9]2[C:8](=[O:21])[N:7]([CH3:22])[C:6]1=[O:23])[CH:2]([CH3:4])[CH3:3]. The catalyst class is: 21. (9) Reactant: Br[C:2]1[N:3]=[C:4]([NH:11][C:12]2[CH:17]=[CH:16][C:15]([N:18]3[CH2:23][CH2:22][N:21]([CH3:24])[CH2:20][CH2:19]3)=[CH:14][N:13]=2)[C:5]2[N:6]([CH:8]=[CH:9][N:10]=2)[CH:7]=1.[C:25]([O:28][CH2:29][C:30]1[C:35](B2OC(C)(C)C(C)(C)O2)=[CH:34][C:33]([F:45])=[CH:32][C:31]=1[N:46]1[CH2:58][CH2:57][N:49]2[C:50]3[CH2:51][CH2:52][CH2:53][CH2:54][C:55]=3[CH:56]=[C:48]2[C:47]1=[O:59])(=[O:27])[CH3:26].C(=O)([O-])[O-].[Cs+].[Cs+].CC1(C)C2C(=C(P(C3C=CC=CC=3)C3C=CC=CC=3)C=CC=2)OC2C(P(C3C=CC=CC=3)C3C=CC=CC=3)=CC=CC1=2. Product: [C:25]([O:28][CH2:29][C:30]1[C:31]([N:46]2[CH2:58][CH2:57][N:49]3[C:50]4[CH2:51][CH2:52][CH2:53][CH2:54][C:55]=4[CH:56]=[C:48]3[C:47]2=[O:59])=[CH:32][C:33]([F:45])=[CH:34][C:35]=1[C:2]1[N:3]=[C:4]([NH:11][C:12]2[CH:17]=[CH:16][C:15]([N:18]3[CH2:23][CH2:22][N:21]([CH3:24])[CH2:20][CH2:19]3)=[CH:14][N:13]=2)[C:5]2[N:6]([CH:8]=[CH:9][N:10]=2)[CH:7]=1)(=[O:27])[CH3:26]. The catalyst class is: 102. (10) Reactant: Cl[C:2]1[N:7]=[N:6][CH:5]=[C:4]2[N:8]([C@@H:11]3[O:33][C@H:32]([CH2:34][O:35]C(=O)C4C=CC=CC=4)[C@@H:22]([O:23]C(=O)C4C=CC=CC=4)[C@H:12]3[O:13]C(=O)C3C=CC=CC=3)[CH:9]=[N:10][C:3]=12.[NH3:44]. Product: [NH2:44][C:2]1[N:7]=[N:6][CH:5]=[C:4]2[N:8]([C@@H:11]3[O:33][C@H:32]([CH2:34][OH:35])[C@@H:22]([OH:23])[C@H:12]3[OH:13])[CH:9]=[N:10][C:3]=12. The catalyst class is: 5.